From a dataset of Forward reaction prediction with 1.9M reactions from USPTO patents (1976-2016). Predict the product of the given reaction. (1) Given the reactants [Cl:1][C:2]1[CH:3]=[C:4]([S:10][C:11]2[CH:19]=[C:18]([C:20]([F:23])([F:22])[F:21])[CH:17]=[CH:16][C:12]=2[C:13]([OH:15])=O)[CH:5]=[CH:6][C:7]=1[O:8]C.Cl.O.B(Br)(Br)Br, predict the reaction product. The product is: [Cl:1][C:2]1[C:7]([OH:8])=[CH:6][C:5]2[C:13](=[O:15])[C:12]3[C:11]([S:10][C:4]=2[CH:3]=1)=[CH:19][C:18]([C:20]([F:22])([F:23])[F:21])=[CH:17][CH:16]=3. (2) Given the reactants [C:1]1([CH3:11])[CH:6]=[CH:5][C:4]([S:7](Cl)(=[O:9])=[O:8])=[CH:3][CH:2]=1.[Cl:12][C:13]1[C:14]2[CH:21]=[CH:20][NH:19][C:15]=2[N:16]=[CH:17][N:18]=1.[OH-].[Na+], predict the reaction product. The product is: [Cl:12][C:13]1[C:14]2[CH:21]=[CH:20][N:19]([S:7]([C:4]3[CH:5]=[CH:6][C:1]([CH3:11])=[CH:2][CH:3]=3)(=[O:9])=[O:8])[C:15]=2[N:16]=[CH:17][N:18]=1. (3) Given the reactants [Br:1][C:2]1[CH:14]=[CH:13][C:5]([NH:6][CH2:7][CH2:8][C:9]([F:12])([F:11])[F:10])=[C:4]([N+:15]([O-:17])=[O:16])[CH:3]=1.[Cl:18][C:19]1[CH:20]=[C:21]([CH:24]=[CH:25][CH:26]=1)[CH2:22]Br.C(N(CCC(F)(F)F)C1C=CC(Br)=CC=1[N+]([O-])=O)C1C=CC=CC=1, predict the reaction product. The product is: [Br:1][C:2]1[CH:14]=[CH:13][C:5]([N:6]([CH2:22][C:21]2[CH:24]=[CH:25][CH:26]=[C:19]([Cl:18])[CH:20]=2)[CH2:7][CH2:8][C:9]([F:11])([F:12])[F:10])=[C:4]([N+:15]([O-:17])=[O:16])[CH:3]=1. (4) Given the reactants [C:1]([CH:3]([C:11]1[CH:16]=[CH:15][C:14]([O:17][CH3:18])=[CH:13][CH:12]=1)[C:4]1([OH:10])[CH2:9][CH2:8][CH2:7][CH2:6][CH2:5]1)#[N:2].Cl.[H][H], predict the reaction product. The product is: [NH2:2][CH2:1][CH:3]([C:4]1([OH:10])[CH2:9][CH2:8][CH2:7][CH2:6][CH2:5]1)[C:11]1[CH:12]=[CH:13][C:14]([O:17][CH3:18])=[CH:15][CH:16]=1. (5) The product is: [CH3:74][N:71]1[C:72]([CH3:73])=[C:68]([CH2:67][NH:66][C:27]([C:12]2[CH:13]=[C:14]([C:16]3[CH:17]=[CH:18][C:19]([O:22][CH2:23][CH2:24][O:25][CH3:26])=[CH:20][CH:21]=3)[CH:15]=[C:10]([N:9]([C@H:6]3[CH2:5][CH2:4][C@H:3]([N:2]([CH3:33])[CH3:1])[CH2:8][CH2:7]3)[CH2:31][CH3:32])[C:11]=2[CH3:30])=[O:28])[C:69](=[O:75])[NH:70]1. Given the reactants [CH3:1][N:2]([CH3:33])[C@H:3]1[CH2:8][CH2:7][C@H:6]([N:9]([CH2:31][CH3:32])[C:10]2[C:11]([CH3:30])=[C:12]([C:27](O)=[O:28])[CH:13]=[C:14]([C:16]3[CH:21]=[CH:20][C:19]([O:22][CH2:23][CH2:24][O:25][CH3:26])=[CH:18][CH:17]=3)[CH:15]=2)[CH2:5][CH2:4]1.CN(C(ON1N=NC2C=CC=CC1=2)=[N+](C)C)C.[B-](F)(F)(F)F.CCN(C(C)C)C(C)C.Cl.[NH2:66][CH2:67][C:68]1[C:69](=[O:75])[NH:70][N:71]([CH3:74])[C:72]=1[CH3:73], predict the reaction product. (6) Given the reactants [NH2:1][C:2]1[N:7]=[CH:6][C:5]([CH:8]2[CH2:12][N:11]([CH3:13])[C:10](=[O:14])[CH2:9]2)=[CH:4][C:3]=1Br.[Cl:16][C:17]1[CH:18]=[C:19]([C@H:23]([NH:26][C:27](=[O:44])[C:28]2[CH:33]=[CH:32][C:31](B3OC(C)(C)C(C)(C)O3)=[CH:30][C:29]=2[F:43])[CH2:24][OH:25])[CH:20]=[CH:21][CH:22]=1, predict the reaction product. The product is: [NH2:1][C:2]1[C:3]([C:31]2[CH:32]=[CH:33][C:28]([C:27]([NH:26][C@@H:23]([C:19]3[CH:20]=[CH:21][CH:22]=[C:17]([Cl:16])[CH:18]=3)[CH2:24][OH:25])=[O:44])=[C:29]([F:43])[CH:30]=2)=[CH:4][C:5]([CH:8]2[CH2:9][C:10](=[O:14])[N:11]([CH3:13])[CH2:12]2)=[CH:6][N:7]=1.